From a dataset of Reaction yield outcomes from USPTO patents with 853,638 reactions. Predict the reaction yield, written as a fraction of the theoretical maximum amount of product (1.0 means a 100% yield; for example, 0.34 means a 34% yield). (1) The reactants are C([N:8]1[CH:17]=[C:16]([NH2:18])[C:15]2[C:10](=[CH:11][CH:12]=[CH:13][CH:14]=2)[CH2:9]1)C1C=CC=CC=1.OS(O)(=O)=O. The catalyst is C(O)(=O)C. The product is [NH2:18][C:16]1[C:15]2[C:10](=[CH:11][CH:12]=[CH:13][CH:14]=2)[CH:9]=[N:8][CH:17]=1. The yield is 0.530. (2) The reactants are Cl[C:2]1[N:7]=[C:6]([NH:8][C:9]2[CH:18]=[CH:17][CH:16]=[CH:15][C:10]=2[C:11]([NH:13][CH3:14])=[O:12])[C:5]([C:19]([F:22])([F:21])[F:20])=[CH:4][N:3]=1.[NH2:23][C:24]1[CH:29]=[CH:28][C:27]([CH:30]([P:32](=[O:39])([O:36][CH2:37][CH3:38])[O:33][CH2:34][CH3:35])[OH:31])=[CH:26][CH:25]=1.[C:40](O)(C(F)(F)F)=O. The catalyst is CO. The product is [CH3:40][O:31][CH:30]([P:32](=[O:39])([O:33][CH2:34][CH3:35])[O:36][CH2:37][CH3:38])[C:27]1[CH:28]=[CH:29][C:24]([NH:23][C:2]2[N:7]=[C:6]([NH:8][C:9]3[CH:18]=[CH:17][CH:16]=[CH:15][C:10]=3[C:11](=[O:12])[NH:13][CH3:14])[C:5]([C:19]([F:22])([F:21])[F:20])=[CH:4][N:3]=2)=[CH:25][CH:26]=1. The yield is 0.270. (3) The reactants are [CH:1](=O)[CH3:2].[NH2:4][C:5]1[CH:6]=[C:7]([C:15]([O:17][CH3:18])=[O:16])[CH:8]=[C:9]([CH:14]=1)[C:10]([O:12][CH3:13])=[O:11].[BH3-]C#N.[Na+].[CH3:23][C:24](O)=O. The catalyst is CC#N.O. The product is [CH2:23]([N:4]([CH2:1][CH3:2])[C:5]1[CH:14]=[C:9]([C:10]([O:12][CH3:13])=[O:11])[CH:8]=[C:7]([CH:6]=1)[C:15]([O:17][CH3:18])=[O:16])[CH3:24]. The yield is 0.910. (4) The reactants are F[C:2]1[CH:3]=[CH:4][C:5]([N+:15]([O-:17])=[O:16])=[C:6]([O:8][C:9]2[CH:13]=[C:12]([CH3:14])[NH:11][N:10]=2)[CH:7]=1.C(=O)([O-])O.[K+].[CH2:23]([OH:25])[CH3:24]. No catalyst specified. The product is [CH2:23]([O:25][C:2]1[CH:3]=[CH:4][C:5]([N+:15]([O-:17])=[O:16])=[C:6]([O:8][C:9]2[CH:13]=[C:12]([CH3:14])[NH:11][N:10]=2)[CH:7]=1)[CH3:24]. The yield is 0.598. (5) The reactants are [CH3:1][N:2]1[CH:6]=[C:5]([C:7]2[C:15]3[C:10](=[N:11][CH:12]=[C:13]([CH2:16][CH2:17][CH2:18][CH2:19][OH:20])[CH:14]=3)[N:9](S(C3C=CC=CC=3)(=O)=O)[CH:8]=2)[CH:4]=[N:3]1.[OH-].[Na+]. The catalyst is CCO.CCOC(C)=O.[Cl-].[Na+].O. The product is [CH3:1][N:2]1[CH:6]=[C:5]([C:7]2[C:15]3[C:10](=[N:11][CH:12]=[C:13]([CH2:16][CH2:17][CH2:18][CH2:19][OH:20])[CH:14]=3)[NH:9][CH:8]=2)[CH:4]=[N:3]1. The yield is 0.310. (6) The reactants are [C:1]([N:4]1[CH2:9][CH2:8][N:7]([C:10]2[CH:15]=[CH:14][C:13]([N+:16]([O-])=O)=[CH:12][CH:11]=2)[CH2:6][CH2:5]1)(=[O:3])[CH3:2]. The catalyst is C(O)C.[Pd]. The product is [C:1]([N:4]1[CH2:5][CH2:6][N:7]([C:10]2[CH:15]=[CH:14][C:13]([NH2:16])=[CH:12][CH:11]=2)[CH2:8][CH2:9]1)(=[O:3])[CH3:2]. The yield is 0.630.